Task: Predict which catalyst facilitates the given reaction.. Dataset: Catalyst prediction with 721,799 reactions and 888 catalyst types from USPTO (1) Reactant: [F:1][C:2]1[C:10]([C:11]2[CH:12]=[N:13][N:14]([CH3:16])[CH:15]=2)=[CH:9][CH:8]=[C:7]2[C:3]=1[CH2:4][CH2:5][N:6]2C(OC(C)(C)C)=O. Product: [F:1][C:2]1[C:10]([C:11]2[CH:12]=[N:13][N:14]([CH3:16])[CH:15]=2)=[CH:9][CH:8]=[C:7]2[C:3]=1[CH2:4][CH2:5][NH:6]2. The catalyst class is: 818. (2) Reactant: [CH2:1]([Mg]Br)[CH:2](C)[CH3:3].C([O:9][CH2:10][CH3:11])C.[Cl:12][C:13]1[CH:20]=[CH:19][C:16](C#N)=[CH:15][C:14]=1[C:21]([F:24])([F:23])[F:22]. Product: [Cl:12][C:13]1[CH:20]=[CH:19][C:16]([C:10](=[O:9])[CH2:11][CH:2]([CH3:3])[CH3:1])=[CH:15][C:14]=1[C:21]([F:22])([F:23])[F:24]. The catalyst class is: 1. (3) Reactant: Cl[CH2:2][CH2:3][C:4]([C:6]1[CH:11]=[CH:10][CH:9]=[CH:8][CH:7]=1)=[O:5].[CH3:12][S:13]([C:16]1[CH:30]=[CH:29][C:19]2[N:20]([CH:23]3[CH2:28][CH2:27][NH:26][CH2:25][CH2:24]3)[CH:21]=[N:22][C:18]=2[CH:17]=1)(=[O:15])=[O:14].C(=O)([O-])[O-].[K+].[K+]. Product: [CH3:12][S:13]([C:16]1[CH:30]=[CH:29][C:19]2[N:20]([CH:23]3[CH2:24][CH2:25][N:26]([CH2:2][CH2:3][C:4]([C:6]4[CH:11]=[CH:10][CH:9]=[CH:8][CH:7]=4)=[O:5])[CH2:27][CH2:28]3)[CH:21]=[N:22][C:18]=2[CH:17]=1)(=[O:15])=[O:14]. The catalyst class is: 3. (4) The catalyst class is: 10. Reactant: [Cl:1][C:2]1[CH:3]=[C:4]([CH:8]([NH2:10])[CH3:9])[CH:5]=[CH:6][CH:7]=1.F[C:12]1[CH:17]=[C:16]([F:18])[CH:15]=[CH:14][C:13]=1[N+:19]([O-:21])=[O:20].C(N(CC)C(C)C)(C)C. Product: [Cl:1][C:2]1[CH:3]=[C:4]([CH:8]([NH:10][C:12]2[CH:17]=[C:16]([F:18])[CH:15]=[CH:14][C:13]=2[N+:19]([O-:21])=[O:20])[CH3:9])[CH:5]=[CH:6][CH:7]=1. (5) Reactant: [C:1]1([CH2:7][C:8]([C:10]2[CH:15]=[CH:14][C:13]([C:16]3([NH:20][C:21](=[O:27])[O:22][C:23]([CH3:26])([CH3:25])[CH3:24])[CH2:19][CH2:18][CH2:17]3)=[CH:12][CH:11]=2)=O)[CH:6]=CC=CC=1.[Cl:28][C:29]1[N:34]=[C:33]([CH:35]=O)[C:32]([NH:37]C(=O)OC(C)(C)C)=[CH:31][CH:30]=1.C(=O)([O-])[O-].[K+].[K+].CN(C=O)C. Product: [Cl:28][C:29]1[N:34]=[C:33]2[C:32](=[CH:31][CH:30]=1)[N:37]=[C:8]([C:10]1[CH:15]=[CH:14][C:13]([C:16]3([NH:20][C:21](=[O:27])[O:22][C:23]([CH3:26])([CH3:24])[CH3:25])[CH2:19][CH2:18][CH2:17]3)=[CH:12][CH:11]=1)[C:7]([C:1]1[CH:8]=[CH:7][CH:1]=[CH:6][CH:6]=1)=[CH:35]2. The catalyst class is: 84. (6) Reactant: [Cl:1][C:2]1[CH:3]=[C:4]([CH:18]=[C:19]([O:21][CH2:22][CH2:23][O:24][CH3:25])[CH:20]=1)[C:5]([NH:7][CH2:8][C:9]1[CH:14]=[CH:13][C:12]([C:15]#[N:16])=[CH:11][C:10]=1[OH:17])=[O:6].[CH2:26]([O:28][C:29](=[O:36])[CH2:30][NH:31][C:32](=[O:35])[CH2:33]Cl)[CH3:27].C(=O)([O-])[O-].[Cs+].[Cs+]. Product: [CH2:26]([O:28][C:29](=[O:36])[CH2:30][NH:31][C:32](=[O:35])[CH2:33][O:17][C:10]1[CH:11]=[C:12]([C:15]#[N:16])[CH:13]=[CH:14][C:9]=1[CH2:8][NH:7][C:5](=[O:6])[C:4]1[CH:18]=[C:19]([O:21][CH2:22][CH2:23][O:24][CH3:25])[CH:20]=[C:2]([Cl:1])[CH:3]=1)[CH3:27]. The catalyst class is: 44. (7) Reactant: [Br:1][C:2]1[CH:7]=[CH:6][C:5]([NH:8][N:9]=[C:10]([C:12]2[C:17]([F:18])=[CH:16][CH:15]=[CH:14][C:13]=2[Cl:19])[NH2:11])=[CH:4][CH:3]=1.C(Cl)(Cl)Cl.[S:24](Cl)(Cl)=[O:25]. Product: [Br:1][C:2]1[CH:3]=[CH:4][C:5]([N:8]2[N:9]=[C:10]([C:12]3[C:17]([F:18])=[CH:16][CH:15]=[CH:14][C:13]=3[Cl:19])[NH:11][S:24]2=[O:25])=[CH:6][CH:7]=1. The catalyst class is: 17. (8) Reactant: [NH:1]1[CH2:5][CH2:4][CH2:3][CH2:2]1.[CH:6]1[CH:11]=[CH:10][C:9]([CH2:12][O:13][C:14](Cl)=[O:15])=[CH:8][CH:7]=1. Product: [N:1]1([C:14]([O:13][CH2:12][C:9]2[CH:10]=[CH:11][CH:6]=[CH:7][CH:8]=2)=[O:15])[CH2:5][CH:4]=[CH:3][CH2:2]1. The catalyst class is: 2. (9) Reactant: S(Cl)(=O)(=O)O.[Br:6][C:7]1[CH:12]=[CH:11][C:10]([CH2:13][CH2:14][C:15]([OH:17])=O)=[CH:9][CH:8]=1. Product: [Br:6][C:7]1[CH:8]=[C:9]2[C:10]([CH2:13][CH2:14][C:15]2=[O:17])=[CH:11][CH:12]=1. The catalyst class is: 6.